This data is from NCI-60 drug combinations with 297,098 pairs across 59 cell lines. The task is: Regression. Given two drug SMILES strings and cell line genomic features, predict the synergy score measuring deviation from expected non-interaction effect. (1) Drug 1: C1=CC(=C2C(=C1NCCNCCO)C(=O)C3=C(C=CC(=C3C2=O)O)O)NCCNCCO. Drug 2: C1=NC2=C(N1)C(=S)N=CN2. Cell line: NCI-H226. Synergy scores: CSS=45.0, Synergy_ZIP=-3.25, Synergy_Bliss=-2.53, Synergy_Loewe=-7.23, Synergy_HSA=3.42. (2) Drug 1: CN1C2=C(C=C(C=C2)N(CCCl)CCCl)N=C1CCCC(=O)O.Cl. Drug 2: CCC1(C2=C(COC1=O)C(=O)N3CC4=CC5=C(C=CC(=C5CN(C)C)O)N=C4C3=C2)O.Cl. Cell line: SK-MEL-28. Synergy scores: CSS=25.4, Synergy_ZIP=-6.82, Synergy_Bliss=0.667, Synergy_Loewe=-40.4, Synergy_HSA=0.354. (3) Drug 1: CC1CCC2CC(C(=CC=CC=CC(CC(C(=O)C(C(C(=CC(C(=O)CC(OC(=O)C3CCCCN3C(=O)C(=O)C1(O2)O)C(C)CC4CCC(C(C4)OC)OCCO)C)C)O)OC)C)C)C)OC. Drug 2: COCCOC1=C(C=C2C(=C1)C(=NC=N2)NC3=CC=CC(=C3)C#C)OCCOC.Cl. Cell line: OVCAR-5. Synergy scores: CSS=11.9, Synergy_ZIP=-1.85, Synergy_Bliss=2.31, Synergy_Loewe=1.84, Synergy_HSA=4.04. (4) Drug 1: CN(CC1=CN=C2C(=N1)C(=NC(=N2)N)N)C3=CC=C(C=C3)C(=O)NC(CCC(=O)O)C(=O)O. Drug 2: CN1C(=O)N2C=NC(=C2N=N1)C(=O)N. Cell line: HOP-62. Synergy scores: CSS=9.90, Synergy_ZIP=1.49, Synergy_Bliss=-4.80, Synergy_Loewe=-13.4, Synergy_HSA=-8.29. (5) Drug 1: CC1CCC2CC(C(=CC=CC=CC(CC(C(=O)C(C(C(=CC(C(=O)CC(OC(=O)C3CCCCN3C(=O)C(=O)C1(O2)O)C(C)CC4CCC(C(C4)OC)OCCO)C)C)O)OC)C)C)C)OC. Drug 2: CC1C(C(CC(O1)OC2CC(OC(C2O)C)OC3=CC4=CC5=C(C(=O)C(C(C5)C(C(=O)C(C(C)O)O)OC)OC6CC(C(C(O6)C)O)OC7CC(C(C(O7)C)O)OC8CC(C(C(O8)C)O)(C)O)C(=C4C(=C3C)O)O)O)O. Cell line: COLO 205. Synergy scores: CSS=52.7, Synergy_ZIP=-1.74, Synergy_Bliss=-0.736, Synergy_Loewe=-4.54, Synergy_HSA=-2.19. (6) Drug 1: COC1=C(C=C2C(=C1)N=CN=C2NC3=CC(=C(C=C3)F)Cl)OCCCN4CCOCC4. Drug 2: CC1=C(C(=CC=C1)Cl)NC(=O)C2=CN=C(S2)NC3=CC(=NC(=N3)C)N4CCN(CC4)CCO. Cell line: 786-0. Synergy scores: CSS=28.1, Synergy_ZIP=-0.615, Synergy_Bliss=1.98, Synergy_Loewe=4.75, Synergy_HSA=4.72.